This data is from Forward reaction prediction with 1.9M reactions from USPTO patents (1976-2016). The task is: Predict the product of the given reaction. (1) Given the reactants [N+:1]([C:4]1[CH:9]=[CH:8][C:7]([C:10]2[N:14]([C:15]([O:17][C:18]([CH3:21])([CH3:20])[CH3:19])=[O:16])[NH:13][C:12](=[O:22])[CH:11]=2)=[CH:6][CH:5]=1)([O-])=O, predict the reaction product. The product is: [NH2:1][C:4]1[CH:9]=[CH:8][C:7]([C:10]2[N:14]([C:15]([O:17][C:18]([CH3:20])([CH3:19])[CH3:21])=[O:16])[NH:13][C:12](=[O:22])[CH:11]=2)=[CH:6][CH:5]=1. (2) Given the reactants [CH3:1][N:2]([S:21]([C:24]1[S:25][CH:26]=[CH:27][CH:28]=1)(=[O:23])=[O:22])[C:3]1[CH:4]=[CH:5][CH:6]=[C:7]2[C:11]=1[NH:10][C:9]([C:12]1[S:13][CH:14]([CH2:17][C:18]([OH:20])=O)[CH2:15][N:16]=1)=[CH:8]2.C[N:30](C)C=O.Cl.CN(C)CCCN=C=NCC, predict the reaction product. The product is: [CH3:1][N:2]([S:21]([C:24]1[S:25][CH:26]=[CH:27][CH:28]=1)(=[O:23])=[O:22])[C:3]1[CH:4]=[CH:5][CH:6]=[C:7]2[C:11]=1[NH:10][C:9]([C:12]1[S:13][CH:14]([CH2:17][C:18]([NH2:30])=[O:20])[CH2:15][N:16]=1)=[CH:8]2. (3) Given the reactants [Cl:1][C:2]1[N:7]=[CH:6][C:5]([CH2:8][CH2:9][OH:10])=[CH:4][CH:3]=1.[O:11]1[CH:16]=[CH:15][CH2:14][CH2:13][CH2:12]1, predict the reaction product. The product is: [Cl:1][C:2]1[CH:3]=[CH:4][C:5]([CH2:8][CH2:9][O:10][CH:12]2[CH2:13][CH2:14][CH2:15][CH2:16][O:11]2)=[CH:6][N:7]=1. (4) The product is: [F:24][C:22]([F:23])([F:25])[C:19]1[CH:20]=[CH:21][C:14]2[O:13][C:12]([S:9]([C:6]3[CH:7]=[CH:8][C:3](=[O:2])[NH:4][N:5]=3)(=[O:10])=[O:11])=[C:16]([CH3:17])[C:15]=2[CH:18]=1. Given the reactants C[O:2][C:3]1[N:4]=[N:5][C:6]([S:9]([C:12]2[O:13][C:14]3[CH:21]=[CH:20][C:19]([C:22]([F:25])([F:24])[F:23])=[CH:18][C:15]=3[C:16]=2[CH3:17])(=[O:11])=[O:10])=[CH:7][CH:8]=1.Cl, predict the reaction product.